This data is from Full USPTO retrosynthesis dataset with 1.9M reactions from patents (1976-2016). The task is: Predict the reactants needed to synthesize the given product. (1) Given the product [CH3:30][N:31]([CH3:32])[C:6]1[C:5]2[C:10](=[CH:11][C:2]([F:1])=[C:3]([C:23]3[CH:28]=[CH:27][CH:26]=[CH:25][C:24]=3[CH3:29])[CH:4]=2)[N:9]=[C:8]([N:12]2[CH:16]=[C:15]([C:17]([OH:19])=[O:18])[CH:14]=[N:13]2)[N:7]=1, predict the reactants needed to synthesize it. The reactants are: [F:1][C:2]1[CH:11]=[C:10]2[C:5]([C:6](=O)[NH:7][C:8]([N:12]3[CH:16]=[C:15]([C:17]([O:19]CC)=[O:18])[CH:14]=[N:13]3)=[N:9]2)=[CH:4][C:3]=1[C:23]1[CH:28]=[CH:27][CH:26]=[CH:25][C:24]=1[CH3:29].[CH3:30][NH:31][CH3:32]. (2) Given the product [NH2:1][C:2]1[C:7]2[CH:8]=[C:9]([C:16]3[S:20][C:19]([CH3:21])=[C:18]([CH2:22][CH2:23][C:24]#[N:25])[CH:17]=3)[S:10][C:6]=2[C:5]([C:12]([NH2:14])=[O:13])=[CH:4][N:3]=1, predict the reactants needed to synthesize it. The reactants are: [NH2:1][C:2]1[C:7]2[CH:8]=[C:9](Br)[S:10][C:6]=2[C:5]([C:12]([NH2:14])=[O:13])=[CH:4][N:3]=1.Br[C:16]1[S:20][C:19]([CH3:21])=[C:18]([CH2:22][CH2:23][C:24]#[N:25])[CH:17]=1. (3) Given the product [CH:1]1([CH2:5][N:6]2[C:11](=[O:12])[C:10]([C:13]3[NH:18][C:17]4[CH:19]=[CH:20][C:21]([N:57]([CH3:56])[S:58]([CH3:61])(=[O:60])=[O:59])=[CH:22][C:16]=4[S:15](=[O:25])(=[O:24])[N:14]=3)=[C:9]([OH:26])[C:8]([CH2:27][C:28]([CH3:31])([CH3:30])[CH3:29])=[N:7]2)[CH2:4][CH2:3][CH2:2]1, predict the reactants needed to synthesize it. The reactants are: [CH:1]1([CH2:5][N:6]2[C:11](=[O:12])[C:10]([C:13]3[NH:18][C:17]4[CH:19]=[CH:20][C:21](I)=[CH:22][C:16]=4[S:15](=[O:25])(=[O:24])[N:14]=3)=[C:9]([OH:26])[C:8]([CH2:27][C:28]([CH3:31])([CH3:30])[CH3:29])=[N:7]2)[CH2:4][CH2:3][CH2:2]1.[O-]P(OP(OP([O-])([O-])=O)([O-])=O)(=O)[O-].[K+].[K+].[K+].[K+].[K+].N(CC(O)=O)C.[CH3:56][NH:57][S:58]([CH3:61])(=[O:60])=[O:59]. (4) Given the product [CH3:14][C@H:9]1[CH2:10][O:11][CH2:12][CH2:13][N:8]1[C:6]1[CH:5]=[C:4]([C:15]([S:18]([C:21]([CH3:24])([CH3:23])[CH3:22])(=[O:20])=[O:19])([CH3:17])[CH3:16])[N:3]=[C:2]([C:33]2[CH:39]=[CH:38][C:36]([NH2:37])=[CH:35][CH:34]=2)[N:7]=1, predict the reactants needed to synthesize it. The reactants are: Cl[C:2]1[N:7]=[C:6]([N:8]2[CH2:13][CH2:12][O:11][CH2:10][C@@H:9]2[CH3:14])[CH:5]=[C:4]([C:15]([S:18]([C:21]([CH3:24])([CH3:23])[CH3:22])(=[O:20])=[O:19])([CH3:17])[CH3:16])[N:3]=1.CC1(C)C(C)(C)OB([C:33]2[CH:39]=[CH:38][C:36]([NH2:37])=[CH:35][CH:34]=2)O1.C(=O)([O-])[O-].[Na+].[Na+]. (5) Given the product [Cl:1][C:2]1[C:11]2[C:6](=[CH:7][CH:8]=[C:9]([C:42]([C:38]3[S:37][C:36]([CH3:35])=[N:40][C:39]=3[CH3:41])([C:44]3[N:48]([CH3:49])[N:47]=[N:46][CH:45]=3)[OH:43])[CH:10]=2)[N:5]=[C:4]([O:22][CH3:23])[C:3]=1[CH2:24][C:25]1[CH:30]=[CH:29][C:28]([C:31]([F:34])([F:32])[F:33])=[CH:27][CH:26]=1, predict the reactants needed to synthesize it. The reactants are: [Cl:1][C:2]1[C:11]2[C:6](=[CH:7][CH:8]=[C:9](C(C3C(C)=NC(C)=CC=3)O)[CH:10]=2)[N:5]=[C:4]([O:22][CH3:23])[C:3]=1[CH2:24][C:25]1[CH:30]=[CH:29][C:28]([C:31]([F:34])([F:33])[F:32])=[CH:27][CH:26]=1.[CH3:35][C:36]1[S:37][C:38]([C:42]([C:44]2[N:48]([CH3:49])[N:47]=[N:46][CH:45]=2)=[O:43])=[C:39]([CH3:41])[N:40]=1. (6) Given the product [NH2:1][C:2]1[N:7]=[CH:6][N:5]=[C:4]([NH:8][C:9]2[C:27](=[O:28])[N:13]3[CH2:14][CH2:15][CH2:16][NH:17][C:18](=[O:19])[C:12]3=[C:11]([CH3:29])[CH:10]=2)[CH:3]=1, predict the reactants needed to synthesize it. The reactants are: [NH2:1][C:2]1[N:7]=[CH:6][N:5]=[C:4]([NH:8][C:9]2[C:27](=[O:28])[N:13]3[CH2:14][CH2:15][CH2:16][N:17](CC4C=CC=CC=4)[C:18](=[O:19])[C:12]3=[C:11]([CH3:29])[CH:10]=2)[CH:3]=1.OS(C(F)(F)F)(=O)=O.C(=O)(O)[O-].[Na+].